From a dataset of Peptide-MHC class II binding affinity with 134,281 pairs from IEDB. Regression. Given a peptide amino acid sequence and an MHC pseudo amino acid sequence, predict their binding affinity value. This is MHC class II binding data. The peptide sequence is LGYILRDVSKKEGGA. The MHC is DRB1_0301 with pseudo-sequence DRB1_0301. The binding affinity (normalized) is 0.531.